Binary Classification. Given a miRNA mature sequence and a target amino acid sequence, predict their likelihood of interaction. From a dataset of Experimentally validated miRNA-target interactions with 360,000+ pairs, plus equal number of negative samples. (1) The miRNA is hsa-miR-532-3p with sequence CCUCCCACACCCAAGGCUUGCA. The protein sequence of the target gene is MSGGRRKEEPPQPQLANGALKVSVWSKVLRSDAAWEDKDEFLDVIYWFRQIIAVVLGVIWGVLPLRGFLGIAGFCLINAGVLYLYFSNYLQIDEEEYGGTWELTKEGFMTSFALFMVCVADSFTTGHLDHLLHCHPL. Result: 1 (interaction). (2) The protein sequence of the target gene is MIVFIFLAMGLSLENEYTSQTNNCTYLREQCLRDANGCKHAWRVMEDACNDSDPGDPCKMRNSSYCNLSIQYLVESNFQFKECLCTDDFYCTVNKLLGKKCINKSDNVKEDKFKWNLTTRSHHGFKGMWSCLEVAEACVGDVVCNAQLASYLKACSANGNPCDLKQCQAAIRFFYQNIPFNIAQMLAFCDCAQSDIPCQQSKEALHSKTCAVNMVPPPTCLSVIRSCQNDELCRRHYRTFQSKCWQRVTRKCHEDENCISTLSKQDLTCSGSDDCKAAYIDILGTVLQVQCTCRTITQSE.... Result: 0 (no interaction). The miRNA is hsa-miR-4732-5p with sequence UGUAGAGCAGGGAGCAGGAAGCU.